The task is: Predict the reaction yield, written as a fraction of the theoretical maximum amount of product (1.0 means a 100% yield; for example, 0.34 means a 34% yield).. This data is from Reaction yield outcomes from USPTO patents with 853,638 reactions. (1) The reactants are [Br:1][C:2]1[C:3]([NH2:9])=[N:4][CH:5]=[C:6]([Cl:8])[CH:7]=1.Cl[CH2:11][CH:12]=O. The yield is 0.890. The catalyst is C(O)C. The product is [Cl:8][C:6]1[CH:7]=[C:2]([Br:1])[C:3]2[N:4]([CH:11]=[CH:12][N:9]=2)[CH:5]=1. (2) The reactants are F[C:2]1[CH:3]=[C:4]2[C:8](=[CH:9][C:10]=1[F:11])[N:7]([S:12]([C:15]1[CH:20]=[CH:19][CH:18]=[CH:17][CH:16]=1)(=[O:14])=[O:13])[CH:6]=[C:5]2[C:21]1[CH:22]=[N:23][N:24]([CH2:26][CH:27]2CCNCC2)[CH:25]=1.Cl.ClCC[N:37]1[CH2:42][CH2:41][O:40][CH2:39][CH2:38]1. No catalyst specified. The product is [F:11][C:10]1[CH:9]=[C:8]2[C:4]([C:5]([C:21]3[CH:22]=[N:23][N:24]([CH2:26][CH2:27][N:37]4[CH2:42][CH2:41][O:40][CH2:39][CH2:38]4)[CH:25]=3)=[CH:6][N:7]2[S:12]([C:15]2[CH:20]=[CH:19][CH:18]=[CH:17][CH:16]=2)(=[O:13])=[O:14])=[CH:3][CH:2]=1. The yield is 0.700.